This data is from Forward reaction prediction with 1.9M reactions from USPTO patents (1976-2016). The task is: Predict the product of the given reaction. (1) Given the reactants O1CCBN1.B.C1COCC1.[Cl:12][C:13]1[CH:14]=[C:15]([C:20](=[O:22])[CH3:21])[CH:16]=[C:17]([F:19])[CH:18]=1, predict the reaction product. The product is: [Cl:12][C:13]1[CH:14]=[C:15]([C@@H:20]([OH:22])[CH3:21])[CH:16]=[C:17]([F:19])[CH:18]=1. (2) Given the reactants [Cl:1][C:2]1[CH:3]=[C:4]([C:8]2[NH:9][C:10](=O)[O:11][C:12]=2[CH2:13][CH2:14][C:15]([O:17][CH3:18])=[O:16])[CH:5]=[CH:6][CH:7]=1.P(Cl)(Cl)([Cl:22])=O.N1C=CC=CC=1.C(#N)C, predict the reaction product. The product is: [Cl:22][C:10]1[O:11][C:12]([CH2:13][CH2:14][C:15]([O:17][CH3:18])=[O:16])=[C:8]([C:4]2[CH:5]=[CH:6][CH:7]=[C:2]([Cl:1])[CH:3]=2)[N:9]=1. (3) The product is: [OH:21][C@H:16]1[CH2:17][CH2:18][CH2:19][CH2:20][C@@H:15]1[NH:14][C:10]([C:3]1[C:4]2=[N:5][CH:6]=[CH:7][CH:8]=[C:9]2[NH:1][CH:2]=1)=[O:12]. Given the reactants [NH:1]1[C:9]2[C:4](=[N:5][CH:6]=[CH:7][CH:8]=2)[C:3]([C:10]([OH:12])=O)=[CH:2]1.Cl.[NH2:14][C@H:15]1[CH2:20][CH2:19][CH2:18][CH2:17][C@@H:16]1[OH:21].F[P-](F)(F)(F)(F)F.N1(O[P+](N(C)C)(N(C)C)N(C)C)C2C=CC=CC=2N=N1.C(N(CC)CC)C, predict the reaction product. (4) The product is: [CH2:1]([O:3][CH:4]([CH2:10][C:11]1[CH:16]=[CH:15][C:14]([O:17][CH2:18][CH2:19][C:20]2[CH:21]=[CH:22][C:23]([O:26][S:27]([CH3:30])(=[O:29])=[O:28])=[CH:24][CH:25]=2)=[C:13]([O:31][CH3:32])[CH:12]=1)[C:5]([OH:7])=[O:6])[CH3:2]. Given the reactants [CH2:1]([O:3][CH:4]([CH2:10][C:11]1[CH:16]=[CH:15][C:14]([O:17][CH2:18][CH2:19][C:20]2[CH:25]=[CH:24][C:23]([O:26][S:27]([CH3:30])(=[O:29])=[O:28])=[CH:22][CH:21]=2)=[C:13]([O:31][CH3:32])[CH:12]=1)[C:5]([O:7]CC)=[O:6])[CH3:2].[Li+].[OH-], predict the reaction product.